From a dataset of Peptide-MHC class I binding affinity with 185,985 pairs from IEDB/IMGT. Regression. Given a peptide amino acid sequence and an MHC pseudo amino acid sequence, predict their binding affinity value. This is MHC class I binding data. The peptide sequence is VESYSSMPPL. The MHC is Patr-B2401 with pseudo-sequence Patr-B2401. The binding affinity (normalized) is 0.263.